From a dataset of Full USPTO retrosynthesis dataset with 1.9M reactions from patents (1976-2016). Predict the reactants needed to synthesize the given product. (1) The reactants are: [F:1][C:2]([F:32])([F:31])[CH2:3][O:4][C:5]1[CH:6]=[C:7]([C:15]2[CH:20]=[C:19]([C:21]([F:24])([F:23])[F:22])[N:18]3[N:25]=[CH:26][C:27]([C:28](O)=[O:29])=[C:17]3[N:16]=2)[CH:8]=[CH:9][C:10]=1[C:11]([F:14])([F:13])[F:12].[OH:33][CH2:34][C:35]([NH:38][S:39]([C:42]1[S:46][C:45]([NH2:47])=[N:44][C:43]=1[CH3:48])(=[O:41])=[O:40])([CH3:37])[CH3:36]. Given the product [OH:33][CH2:34][C:35]([NH:38][S:39]([C:42]1[S:46][C:45]([NH:47][C:28]([C:27]2[CH:26]=[N:25][N:18]3[C:19]([C:21]([F:22])([F:24])[F:23])=[CH:20][C:15]([C:7]4[CH:8]=[CH:9][C:10]([C:11]([F:14])([F:13])[F:12])=[C:5]([O:4][CH2:3][C:2]([F:32])([F:31])[F:1])[CH:6]=4)=[N:16][C:17]=23)=[O:29])=[N:44][C:43]=1[CH3:48])(=[O:41])=[O:40])([CH3:37])[CH3:36], predict the reactants needed to synthesize it. (2) Given the product [NH2:2][CH2:1][C:3]1[CH:4]=[CH:5][C:6]([F:33])=[C:7]([C:9]2[CH:14]=[CH:13][CH:12]=[C:11]([CH2:15][N:16]3[CH2:21][CH2:20][N:19]([C:22]([O:24][CH2:25][C:26]4[CH:31]=[CH:30][CH:29]=[CH:28][CH:27]=4)=[O:23])[C@@H:18]([CH3:32])[CH2:17]3)[CH:10]=2)[CH:8]=1, predict the reactants needed to synthesize it. The reactants are: [C:1]([C:3]1[CH:4]=[CH:5][C:6]([F:33])=[C:7]([C:9]2[CH:14]=[CH:13][CH:12]=[C:11]([CH2:15][N:16]3[CH2:21][CH2:20][N:19]([C:22]([O:24][CH2:25][C:26]4[CH:31]=[CH:30][CH:29]=[CH:28][CH:27]=4)=[O:23])[C@@H:18]([CH3:32])[CH2:17]3)[CH:10]=2)[CH:8]=1)#[N:2].B. (3) Given the product [ClH:56].[ClH:56].[F:26][C:23]1[CH:22]=[CH:21][C:20]([CH2:19][C@H:2]([NH:1][CH2:38][C:37]([OH:41])=[O:40])[C:3]([NH:5][C:6]2[N:10]([CH3:11])[N:9]=[C:8]([C:12]3[CH:17]=[CH:16][N:15]=[C:14]([CH3:18])[CH:13]=3)[CH:7]=2)=[O:4])=[CH:25][CH:24]=1, predict the reactants needed to synthesize it. The reactants are: [NH2:1][C@@H:2]([CH2:19][C:20]1[CH:25]=[CH:24][C:23]([F:26])=[CH:22][CH:21]=1)[C:3]([NH:5][C:6]1[N:10]([CH3:11])[N:9]=[C:8]([C:12]2[CH:17]=[CH:16][N:15]=[C:14]([CH3:18])[CH:13]=2)[CH:7]=1)=[O:4].CCN(C(C)C)C(C)C.O.[C:37]([OH:41])(=[O:40])[CH:38]=O.C(O[BH-](OC(=O)C)OC(=O)C)(=O)C.[Na+].[Cl:56]CCCl. (4) Given the product [N+:3]([C:6]1[C:14]2[N:13]=[CH:12][N:11]([C:16]3[CH:23]=[CH:22][C:19]([C:20]#[N:21])=[CH:18][CH:17]=3)[C:10]=2[CH:9]=[CH:8][CH:7]=1)([O-:5])=[O:4], predict the reactants needed to synthesize it. The reactants are: [H-].[Na+].[N+:3]([C:6]1[C:14]2[N:13]=[CH:12][NH:11][C:10]=2[CH:9]=[CH:8][CH:7]=1)([O-:5])=[O:4].F[C:16]1[CH:23]=[CH:22][C:19]([C:20]#[N:21])=[CH:18][CH:17]=1.O.